From a dataset of Reaction yield outcomes from USPTO patents with 853,638 reactions. Predict the reaction yield, written as a fraction of the theoretical maximum amount of product (1.0 means a 100% yield; for example, 0.34 means a 34% yield). (1) The reactants are [CH3:1][O:2][C:3]1[CH:12]=[CH:11][C:10]2[C:5](=[CH:6][CH:7]=[C:8]([CH:13]([CH3:26])[C:14]([O:16][C:17]3[CH:22]=[CH:21][C:20]([C:23](=O)[NH2:24])=[CH:19][CH:18]=3)=[O:15])[CH:9]=2)[CH:4]=1.COC1C=CC(P2(SP(C3C=CC(OC)=CC=3)(=S)S2)=[S:36])=CC=1. The yield is 0.610. The product is [CH3:1][O:2][C:3]1[CH:12]=[CH:11][C:10]2[C:5](=[CH:6][CH:7]=[C:8]([CH:13]([CH3:26])[C:14]([O:16][C:17]3[CH:22]=[CH:21][C:20]([C:23](=[S:36])[NH2:24])=[CH:19][CH:18]=3)=[O:15])[CH:9]=2)[CH:4]=1. The catalyst is C1C=CC=CC=1. (2) The reactants are [I:1][C:2]1[CH:21]=[CH:20][C:5]2[O:6][CH2:7][C:8](=[O:19])[C:9]3[N:10]([N:11]=[C:12]([C:14]([O:16][CH2:17][CH3:18])=[O:15])[CH:13]=3)[C:4]=2[CH:3]=1.[CH3:22][Al](C)C. The catalyst is ClCCl. The yield is 0.770. The product is [OH:19][C:8]1([CH3:22])[CH2:7][O:6][C:5]2[CH:20]=[CH:21][C:2]([I:1])=[CH:3][C:4]=2[N:10]2[N:11]=[C:12]([C:14]([O:16][CH2:17][CH3:18])=[O:15])[CH:13]=[C:9]12. (3) The reactants are [N+:1]([C:4]1[CH:12]=[C:11]2[C:7]([CH2:8][CH2:9][C:10]2=[O:13])=[CH:6][C:5]=1[NH:14]C(=O)C)([O-:3])=[O:2].CCO. The catalyst is Cl. The product is [NH2:14][C:5]1[CH:6]=[C:7]2[C:11](=[CH:12][C:4]=1[N+:1]([O-:3])=[O:2])[C:10](=[O:13])[CH2:9][CH2:8]2. The yield is 0.975. (4) The reactants are [Cl:1][C:2]1[CH:9]=[C:6]([CH:7]=O)[C:5]([OH:10])=[C:4]([I:11])[CH:3]=1.[F:12][C:13]([F:22])([F:21])/[CH:14]=[CH:15]/[C:16]([O:18][CH2:19][CH3:20])=[O:17].C(N(CC)CC)C.C(OCC)(=O)C. The catalyst is CS(C)=O.C(OCC)(=O)C.CCCCCC. The product is [Cl:1][C:2]1[CH:3]=[C:4]([I:11])[C:5]2[O:10][CH:14]([C:13]([F:12])([F:22])[F:21])[C:15]([C:16]([O:18][CH2:19][CH3:20])=[O:17])=[CH:7][C:6]=2[CH:9]=1. The yield is 0.640.